Dataset: Reaction yield outcomes from USPTO patents with 853,638 reactions. Task: Predict the reaction yield, written as a fraction of the theoretical maximum amount of product (1.0 means a 100% yield; for example, 0.34 means a 34% yield). (1) The reactants are [Cl:1][C:2]1[CH:9]=[CH:8][C:7]([N+:10]([O-])=O)=[CH:6][C:3]=1[C:4]#[N:5].[OH-].[Na+]. The catalyst is C(O)C. The product is [C:4]([C:3]1[CH:6]=[C:7]([CH:8]=[CH:9][C:2]=1[Cl:1])[NH2:10])#[N:5]. The yield is 0.510. (2) The reactants are C1(C(=[N:14][CH2:15][C:16]2([C:31]([NH:33][CH2:34][C:35]3[CH:36]=[N:37][C:38]([C:41]([F:44])([F:43])[F:42])=[CH:39][CH:40]=3)=[O:32])[CH2:21][CH2:20][N:19]([C:22]3[C:23]4[CH:30]=[CH:29][NH:28][C:24]=4[N:25]=[CH:26][N:27]=3)[CH2:18][CH2:17]2)C2C=CC=CC=2)C=CC=CC=1.Cl.C(O)(C)C. The catalyst is O. The product is [NH2:14][CH2:15][C:16]1([C:31]([NH:33][CH2:34][C:35]2[CH:36]=[N:37][C:38]([C:41]([F:42])([F:43])[F:44])=[CH:39][CH:40]=2)=[O:32])[CH2:17][CH2:18][N:19]([C:22]2[C:23]3[CH:30]=[CH:29][NH:28][C:24]=3[N:25]=[CH:26][N:27]=2)[CH2:20][CH2:21]1. The yield is 0.274. (3) The reactants are [C:1]([O:5][C:6]([N:8]1[CH2:12][CH:11]([OH:13])[CH2:10][CH:9]1[C:14](=[O:26])[NH:15][C:16]1([C:21]([O:23][CH2:24][CH3:25])=[O:22])[CH2:18][CH:17]1[CH:19]=[CH2:20])=[O:7])([CH3:4])([CH3:3])[CH3:2].[N+:27]([C:30]1[CH:38]=[CH:37][C:33]([C:34](O)=[O:35])=[CH:32][CH:31]=1)([O-:29])=[O:28].C1C=CC(P(C2C=CC=CC=2)C2C=CC=CC=2)=CC=1. The catalyst is C1COCC1. The product is [C:1]([O:5][C:6]([N:8]1[CH2:12][CH:11]([O:13][C:34](=[O:35])[C:33]2[CH:32]=[CH:31][C:30]([N+:27]([O-:29])=[O:28])=[CH:38][CH:37]=2)[CH2:10][CH:9]1[C:14](=[O:26])[NH:15][C:16]1([C:21]([O:23][CH2:24][CH3:25])=[O:22])[CH2:18][CH:17]1[CH:19]=[CH2:20])=[O:7])([CH3:4])([CH3:2])[CH3:3]. The yield is 0.720. (4) The reactants are Br[CH:2]([C:14]1[CH:19]=[CH:18][CH:17]=[CH:16][CH:15]=1)[C:3]([O:5][C@H:6]([C:8]1[CH:13]=[CH:12][CH:11]=[CH:10][CH:9]=1)[CH3:7])=[O:4].C(N(CC)CC)C.[CH3:27][C:28]1([OH:34])[CH2:33][CH2:32][NH:31][CH2:30][CH2:29]1. The catalyst is C1COCC1.[I-].C([N+](CCCC)(CCCC)CCCC)CCC.C(OCC)(=O)C. The product is [OH:34][C:28]1([CH3:27])[CH2:33][CH2:32][N:31]([C@H:2]([C:14]2[CH:19]=[CH:18][CH:17]=[CH:16][CH:15]=2)[C:3]([O:5][C@H:6]([C:8]2[CH:13]=[CH:12][CH:11]=[CH:10][CH:9]=2)[CH3:7])=[O:4])[CH2:30][CH2:29]1. The yield is 0.600.